Task: Predict which catalyst facilitates the given reaction.. Dataset: Catalyst prediction with 721,799 reactions and 888 catalyst types from USPTO (1) Reactant: [Cl:1][C:2]1[CH:3]=[C:4]([NH:10][C:11]2[C:16]([C:17]3[N:22]=[C:21]([CH3:23])[N:20]=[C:19]([N:24](CC4C=CC(OC)=CC=4)CC4C=CC(OC)=CC=4)[N:18]=3)=[CH:15][CH:14]=[CH:13][N:12]=2)[CH:5]=[N:6][C:7]=1[O:8][CH3:9]. Product: [Cl:1][C:2]1[CH:3]=[C:4]([NH:10][C:11]2[C:16]([C:17]3[N:22]=[C:21]([CH3:23])[N:20]=[C:19]([NH2:24])[N:18]=3)=[CH:15][CH:14]=[CH:13][N:12]=2)[CH:5]=[N:6][C:7]=1[O:8][CH3:9]. The catalyst class is: 67. (2) The catalyst class is: 23. Reactant: [OH:1][CH2:2][C:3]([NH:6][CH:7]1[CH2:12][CH2:11][N:10]([C:13]([O:15][CH2:16][C:17]2[CH:22]=[CH:21][CH:20]=[CH:19][CH:18]=2)=[O:14])[CH2:9][CH2:8]1)([CH3:5])[CH3:4].C1N=CN([C:28](N2C=NC=C2)=[O:29])C=1.C1CCN2C(=NCCC2)CC1. Product: [CH3:4][C:3]1([CH3:5])[CH2:2][O:1][C:28](=[O:29])[N:6]1[CH:7]1[CH2:12][CH2:11][N:10]([C:13]([O:15][CH2:16][C:17]2[CH:22]=[CH:21][CH:20]=[CH:19][CH:18]=2)=[O:14])[CH2:9][CH2:8]1. (3) Reactant: [Cl:1][C:2]1[CH:3]=[CH:4][C:5]([C:8](OCC)=[O:9])=[N:6][CH:7]=1.[H-].[Al+3].[Li+].[H-].[H-].[H-].O.[OH-].[Na+]. Product: [Cl:1][C:2]1[CH:3]=[CH:4][C:5]([CH2:8][OH:9])=[N:6][CH:7]=1. The catalyst class is: 49.